This data is from Reaction yield outcomes from USPTO patents with 853,638 reactions. The task is: Predict the reaction yield, written as a fraction of the theoretical maximum amount of product (1.0 means a 100% yield; for example, 0.34 means a 34% yield). (1) The reactants are [CH3:1][C:2]1[N:3]([C:8]2[CH:12]=[C:11]([C:13](=[O:18])N(OC)C)[N:10]([CH2:19][CH2:20][NH:21][C:22](=[O:28])[O:23][C:24]([CH3:27])([CH3:26])[CH3:25])[N:9]=2)[C:4]([CH3:7])=[CH:5][CH:6]=1.[CH3:29][Mg+].[Br-]. The catalyst is C1COCC1. The product is [C:13]([C:11]1[N:10]([CH2:19][CH2:20][NH:21][C:22](=[O:28])[O:23][C:24]([CH3:26])([CH3:25])[CH3:27])[N:9]=[C:8]([N:3]2[C:4]([CH3:7])=[CH:5][CH:6]=[C:2]2[CH3:1])[CH:12]=1)(=[O:18])[CH3:29]. The yield is 0.780. (2) The reactants are Br[C:2]1[CH:7]=[C:6]([Cl:8])[C:5]([OH:9])=[C:4]([Cl:10])[CH:3]=1.CC([O-])=O.[K+].[B:16]1([B:16]2[O:20][C:19]([CH3:22])([CH3:21])[C:18]([CH3:24])([CH3:23])[O:17]2)[O:20][C:19]([CH3:22])([CH3:21])[C:18]([CH3:24])([CH3:23])[O:17]1. The catalyst is C1C=CC(P(C2C=CC=CC=2)[C-]2C=CC=C2)=CC=1.C1C=CC(P(C2C=CC=CC=2)[C-]2C=CC=C2)=CC=1.Cl[Pd]Cl.[Fe+2].O1CCOCC1. The product is [Cl:8][C:6]1[CH:7]=[C:2]([B:16]2[O:20][C:19]([CH3:22])([CH3:21])[C:18]([CH3:24])([CH3:23])[O:17]2)[CH:3]=[C:4]([Cl:10])[C:5]=1[OH:9]. The yield is 0.440. (3) The reactants are [N:1]([CH:4]1[CH2:8][CH:7]([C:9]2[N:13]3[C:14]4[CH:20]=[CH:19][N:18]([CH2:21][O:22][CH2:23][CH2:24][Si:25]([CH3:28])([CH3:27])[CH3:26])[C:15]=4[N:16]=[CH:17][C:12]3=[N:11][N:10]=2)[CH:6]([CH2:29][CH3:30])[CH2:5]1)=[N+]=[N-].C1COCC1.C1(P(C2C=CC=CC=2)C2C=CC=CC=2)C=CC=CC=1. The catalyst is O.CCOC(C)=O. The product is [CH2:29]([CH:6]1[CH:7]([C:9]2[N:13]3[C:14]4[CH:20]=[CH:19][N:18]([CH2:21][O:22][CH2:23][CH2:24][Si:25]([CH3:26])([CH3:28])[CH3:27])[C:15]=4[N:16]=[CH:17][C:12]3=[N:11][N:10]=2)[CH2:8][CH:4]([NH2:1])[CH2:5]1)[CH3:30]. The yield is 0.800. (4) The catalyst is O1CCOCC1. The yield is 0.920. The reactants are [NH2:1][N:2]1[C:6](=[O:7])[C:5]2=[CH:8][CH:9]=[CH:10][CH:11]=[C:4]2[C:3]1=[O:12].CO[CH:15]1[CH2:19][CH2:18][CH:17](OC)O1.Cl. The product is [C:3]1(=[O:12])[N:2]([N:1]2[CH:15]=[CH:19][CH:18]=[CH:17]2)[C:6](=[O:7])[C:5]2=[CH:8][CH:9]=[CH:10][CH:11]=[C:4]12. (5) The reactants are [O:1]=[C:2]1[C:11]2[CH:10]=[CH:9][CH:8]=[C:7]3[NH:12][CH:13]([C:21]4[CH:28]=[CH:27][C:24]([CH:25]=O)=[CH:23][CH:22]=4)[CH:14]([C:15]4[CH:20]=[CH:19][CH:18]=[CH:17][CH:16]=4)[C:5]([C:6]=23)=[N:4][NH:3]1.[CH3:29][NH:30][CH3:31].[BH4-].[Na+]. No catalyst specified. The product is [CH3:29][N:30]([CH2:25][C:24]1[CH:27]=[CH:28][C:21]([CH:13]2[NH:12][C:7]3[C:6]4[C:5](=[N:4][NH:3][C:2](=[O:1])[C:11]=4[CH:10]=[CH:9][CH:8]=3)[CH:14]2[C:15]2[CH:20]=[CH:19][CH:18]=[CH:17][CH:16]=2)=[CH:22][CH:23]=1)[CH3:31]. The yield is 0.320. (6) The reactants are [Cl:1][C:2]1[CH:25]=[CH:24][C:5]([CH2:6][C:7]2[N:8]=[C:9]([C:18]3[CH:23]=[CH:22][N:21]=[CH:20][CH:19]=3)[S:10][C:11]=2[C:12](N(OC)C)=[O:13])=[CH:4][CH:3]=1.[H-].C([Al+]CC(C)C)C(C)C.CCCCCC. The catalyst is C1COCC1. The product is [Cl:1][C:2]1[CH:3]=[CH:4][C:5]([CH2:6][C:7]2[N:8]=[C:9]([C:18]3[CH:23]=[CH:22][N:21]=[CH:20][CH:19]=3)[S:10][C:11]=2[CH:12]=[O:13])=[CH:24][CH:25]=1. The yield is 0.730. (7) The reactants are [CH:1]([C:3]1[CH:11]=[CH:10][C:6]([C:7]([OH:9])=[O:8])=[CH:5][CH:4]=1)=O.[C:12](P(C1C=CC=CC=1)(C1C=CC=CC=1)C1C=CC=CC=1)([O:14][CH2:15][CH3:16])=[O:13].[OH-].[Na+].[CH2:38]1COCC1. The catalyst is O. The product is [CH2:15]([O:14][C:12](/[CH:38]=[CH:1]/[C:3]1[CH:11]=[CH:10][C:6]([C:7]([OH:9])=[O:8])=[CH:5][CH:4]=1)=[O:13])[CH3:16]. The yield is 0.800. (8) The reactants are [Cl:1][C:2]1[N:7]=[CH:6][C:5]([CH3:8])=[CH:4][C:3]=1[I:9].[Br:10]N1C(=O)CCC1=O.N(C(C)(C)C#N)=NC(C)(C)C#N. The catalyst is ClC1C=CC=CC=1. The product is [Br:10][CH2:8][C:5]1[CH:6]=[N:7][C:2]([Cl:1])=[C:3]([I:9])[CH:4]=1. The yield is 0.380. (9) The reactants are [CH2:1]([OH:13])[CH2:2][CH2:3][CH2:4][CH2:5][CH2:6][CH2:7][CH2:8][CH2:9][CH2:10][CH2:11][CH3:12].[C:14](OCC)(=[O:18])[CH:15]([CH3:17])[OH:16]. No catalyst specified. The product is [C:14]([O:13][CH2:1][CH2:2][CH2:3][CH2:4][CH2:5][CH2:6][CH2:7][CH2:8][CH2:9][CH2:10][CH2:11][CH3:12])(=[O:18])[CH:15]([CH3:17])[OH:16]. The yield is 0.800. (10) The reactants are [C:1]1([N:7]2[C:12](=[O:13])[C:11]3[S:14][CH:15]=[C:16]([C:17]4[CH:22]=[CH:21][CH:20]=[CH:19][CH:18]=4)[C:10]=3[N:9]=[CH:8]2)C=C[CH:4]=[CH:3][CH:2]=1.NC1C(C2C=CC=CC=2[F:35])=CSC=1C(OC)=O.C(OCC)(OCC)OCC.C1(CN)CC1. The catalyst is C(O)(=O)C. The product is [CH:2]1([CH2:1][N:7]2[C:12](=[O:13])[C:11]3[S:14][CH:15]=[C:16]([C:17]4[CH:22]=[CH:21][CH:20]=[CH:19][C:18]=4[F:35])[C:10]=3[N:9]=[CH:8]2)[CH2:4][CH2:3]1. The yield is 0.430.